This data is from Full USPTO retrosynthesis dataset with 1.9M reactions from patents (1976-2016). The task is: Predict the reactants needed to synthesize the given product. (1) Given the product [CH2:18]([N:8]([CH2:18][C:19]1[CH:24]=[CH:23][CH:22]=[CH:21][CH:20]=1)[C:5]1[CH:6]=[CH:7][C:2]([Br:1])=[CH:3][C:4]=1[O:9][CH2:10][CH3:11])[C:19]1[CH:24]=[CH:23][CH:22]=[CH:21][CH:20]=1, predict the reactants needed to synthesize it. The reactants are: [Br:1][C:2]1[CH:7]=[CH:6][C:5]([NH2:8])=[C:4]([O:9][CH2:10][CH3:11])[CH:3]=1.C(=O)([O-])[O-].[K+].[K+].[CH2:18](Br)[C:19]1[CH:24]=[CH:23][CH:22]=[CH:21][CH:20]=1. (2) Given the product [CH3:35][O:34][C:31]1[CH:32]=[CH:33][C:28]([CH2:27][N:16]2[CH2:17][CH2:18][C:13]3([C:3]4[N:2]([CH3:1])[C:10]5[CH:9]=[CH:8][CH:7]=[CH:6][C:5]=5[C:4]=4[CH2:11][CH2:12]3)[CH2:14][CH2:15]2)=[CH:29][CH:30]=1, predict the reactants needed to synthesize it. The reactants are: [CH3:1][N:2]1[C:10]2[CH:9]=[CH:8][CH:7]=[CH:6][C:5]=2[C:4]2[CH2:11][CH2:12][C:13]3([CH2:18][CH2:17][NH:16][CH2:15][CH2:14]3)[C:3]1=2.C(N(CC)CC)C.Cl[CH2:27][C:28]1[CH:33]=[CH:32][C:31]([O:34][CH3:35])=[CH:30][CH:29]=1.[Cl-].[Na+]. (3) Given the product [CH:1]1[C:10]2[CH:9]=[CH:8][CH:7]=[C:6]([S:11]([Cl:17])(=[O:14])=[O:12])[C:5]=2[CH:4]=[CH:3][N:2]=1, predict the reactants needed to synthesize it. The reactants are: [CH:1]1[C:10]2[CH:9]=[CH:8][CH:7]=[C:6]([S:11]([OH:14])(=O)=[O:12])[C:5]=2[CH:4]=[CH:3][N:2]=1.S(Cl)([Cl:17])=O. (4) Given the product [CH2:39]([O:46][C:47]1[C:48]2[N:49]([CH:54]=[CH:55][N:56]=2)[C:50]([C:14]2[N:15]=[C:16]([N:19]3[CH2:20][CH2:21][O:22][CH2:23][CH2:24]3)[C:17]3[S:18][C:10]([CH2:9][N:6]4[CH2:5][CH2:4][CH:3]([N:2]([CH3:38])[CH3:1])[CH2:8][CH2:7]4)=[CH:11][C:12]=3[N:13]=2)=[CH:51][CH:52]=1)[C:40]1[CH:41]=[CH:42][CH:43]=[CH:44][CH:45]=1, predict the reactants needed to synthesize it. The reactants are: [CH3:1][N:2]([CH3:38])[CH:3]1[CH2:8][CH2:7][N:6]([CH2:9][C:10]2[S:18][C:17]3[C:16]([N:19]4[CH2:24][CH2:23][O:22][CH2:21][CH2:20]4)=[N:15][C:14]([Sn](CCCC)(CCCC)CCCC)=[N:13][C:12]=3[CH:11]=2)[CH2:5][CH2:4]1.[CH2:39]([O:46][C:47]1[C:48]2[N:49]([CH:54]=[CH:55][N:56]=2)[C:50](Br)=[CH:51][CH:52]=1)[C:40]1[CH:45]=[CH:44][CH:43]=[CH:42][CH:41]=1. (5) Given the product [NH2:15][C:14]1[N:24]([CH:21]([CH3:23])[CH3:22])[N:25]=[C:12]([C:6]2[CH:7]=[CH:8][C:9]([O:33][CH3:26])=[C:4]([O:3][CH2:1][CH3:2])[CH:5]=2)[C:13]=1[C:16]#[N:17], predict the reactants needed to synthesize it. The reactants are: [CH2:1]([O:3][C:4]1[CH:5]=[C:6]([C:12](OC)=[C:13]([C:16]#[N:17])[C:14]#[N:15])[CH:7]=[CH:8][C:9]=1OC)[CH3:2].Cl.[CH:21]([NH:24][NH2:25])([CH3:23])[CH3:22].[CH2:26](N(CC)CC)C.[OH2:33].